Dataset: Experimentally validated miRNA-target interactions with 360,000+ pairs, plus equal number of negative samples. Task: Binary Classification. Given a miRNA mature sequence and a target amino acid sequence, predict their likelihood of interaction. (1) The miRNA is hsa-miR-219a-2-3p with sequence AGAAUUGUGGCUGGACAUCUGU. The protein sequence of the target gene is MVGQRVLLLVAFLLSGVLLSEAAKILTISTLGGSHYLLLDRVSQILQEHGHNVTMLHQSGKFLIPDIKEEEKSYQVIRWFSPEDHQKRIKKHFDSYIETALDGRKESEALVKLMEIFGTQCSYLLSRKDIMDSLKNENYDLVFVEAFDFCSFLIAEKLVKPFVAILPTTFGSLDFGLPSPLSYVPVFPSLLTDHMDFWGRVKNFLMFFSFSRSQWDMQSTFDNTIKEHFPEGSRPVLSHLLLKAELWFVNSDFAFDFARPLLPNTVYIGGLMEKPIKPVPQDLDNFIANFGDAGFVLVAF.... Result: 1 (interaction). (2) The miRNA is hsa-miR-192-5p with sequence CUGACCUAUGAAUUGACAGCC. The protein sequence of the target gene is MHGGRSCGPRTRREPSSGEEAAPVTAMAAESALQVVEKLQARLAANPDPKKLLKYLKKLSTLPITVDILAETGVGKTVNSLRKHEHVGSFARDLVAQWKKLVPVERNAEPDEQDFEKSNSRKRPRDALQKEEEMEGDYQETWKATGSRSYSPDHRQKKHRKLSELERPHKVSHGHERRDERKRCHRMSPTYSSDPESSDYGHVQSPPSCTSPHQMYVDHYRSLEEDQEPIVSHQKPGKGHSNAFQDRLGASQERHLGEPHGKGVVSQNKEHKSSHKDKRPVDAKSDEKASVVSREKSHKA.... Result: 1 (interaction). (3) The protein sequence of the target gene is MVFRRFVEVGRVAYVSFGPHAGKLVAIVDVIDQNRALVDGPCTQVRRQAMPFKCMQLTDFILKFPHSAHQKYVRQAWQKADINTKWAATRWAKKIEARERKAKMTDFDRFKVMKAKKMRNRIIKNEVKKLQKAALLKASPKKAPGTKGTAAAAAAAAAAKVPAKKITAASKKAPAQKVPAQKATGQKAAPAPKAQKGQKAPAQKAPAPKASGKKA. Result: 1 (interaction). The miRNA is hsa-miR-769-5p with sequence UGAGACCUCUGGGUUCUGAGCU. (4) The miRNA is mmu-miR-6948-5p with sequence AGUUCAGACAGGACUGUGACAC. The protein sequence of the target gene is MDAVTVYHGKISRETGEKLLLATGLDGSYLLRDSESVPGVYCLCVLYQGYIYTYRVSQTETGSWSAETAPGVHKRFFRKVKNLISAFQKPDQGIVTPLQYPVEKSSGRGPQAPTGRRDSDICLNAP. Result: 0 (no interaction). (5) The miRNA is hsa-miR-579-5p with sequence UCGCGGUUUGUGCCAGAUGACG. The protein sequence of the target gene is MANQVIRCKAAVAWEAGKPLSIEEIEVAPPKAHEVRIKILATAVCHTDAYTLSGADPEGCFPVILGHEGAGIVESVGEGVTKLKAGDTVIPLYIPQCGECKFCLNPKTNLCQKIRVTQGKGLMPDGTSRFTCKGKSVFHFMGTSTFSEYTVVADISVAKIDPSAPLDKVCLLGCGISTGYGAAVNTAKVEPGSTCAVFGLGGVGLAVIMGCKVAGASRIIGIDINKDKFAKAKEFGASECISPQDFSKSIQEVLVEMTDGGVDYSFECIGNVKVMRSALEAAHKGWGVSVVVGVAASGEE.... Result: 0 (no interaction). (6) The miRNA is hsa-miR-4695-5p with sequence CAGGAGGCAGUGGGCGAGCAGG. The protein sequence of the target gene is METPFYGDEALSGLGGGASGSGGSFASPGRLFPGAPPTAAAGSMMKKDALTLSLSEQVAAALKPAAAPPPTPLRADGAPSAAPPDGLLASPDLGLLKLASPELERLIIQSNGLVTTTPTSSQFLYPKVAASEEQEFAEGFVKALEDLHKQNQLGAGAAAAAAAAAAGGPSGTATGSAPPGELAPAAAAPEAPVYANLSSYAGGAGGAGGAATVAFAAEPVPFPPPPPPGALGPPRLAALKDEPQTVPDVPSFGESPPLSPIDMDTQERIKAERKRLRNRIAASKCRKRKLERISRLEEKV.... Result: 1 (interaction). (7) The miRNA is hsa-miR-5582-3p with sequence UAAAACUUUAAGUGUGCCUAGG. The protein sequence of the target gene is MADRTAPRCQLRLEWVYGYRGHQCRNNLYYTAGKEVVYFVAGVGVVYNTREHSQKFFLGHNDDIISLALHPDKTLVATGQVGKEPYICIWDSYNVQTVSLLKDVHTHGVACLAFDSDGQRLASVGLDAKNTVCIWDWRKGKLLASATGHSDRIFDISWDPYQPNRVVSCGVKHIKFWTLCGNALTAKRGIFGKTGDLQTILCLACAKEDITYSGALNGDIYVWKGLNLVRTIQGAHSAGIFSMYACEEGFATGGRDGCIRLWDTDFKPITKIDLRETEQGYKGLSIRSVCWKADRLLAGT.... Result: 1 (interaction).